Dataset: Catalyst prediction with 721,799 reactions and 888 catalyst types from USPTO. Task: Predict which catalyst facilitates the given reaction. (1) Reactant: Br[C:2]1[CH:7]=[CH:6][C:5]([C:8]2[C:12]([C:13]3[CH:18]=[CH:17][N:16]=[CH:15][CH:14]=3)=[CH:11][N:10]([CH3:19])[N:9]=2)=[CH:4][CH:3]=1.[C:20]([C:22]1[CH:31]=[CH:30][C:29]2[C:24](=[CH:25][CH:26]=[CH:27][CH:28]=2)[N:23]=1)#[CH:21].C(N(CC)CC)C. Product: [CH3:19][N:10]1[CH:11]=[C:12]([C:13]2[CH:18]=[CH:17][N:16]=[CH:15][CH:14]=2)[C:8]([C:5]2[CH:6]=[CH:7][C:2]([C:21]#[C:20][C:22]3[CH:31]=[CH:30][C:29]4[C:24](=[CH:25][CH:26]=[CH:27][CH:28]=4)[N:23]=3)=[CH:3][CH:4]=2)=[N:9]1. The catalyst class is: 441. (2) Reactant: [NH2:1][C:2]1[CH:7]=[CH:6][C:5]([OH:8])=[C:4]([N+]([O-])=O)[CH:3]=1.[N+:12]([O-:15])([OH:14])=[O:13].[N:16]#[C:17][NH2:18]. Product: [N+:12]([O-:15])([OH:14])=[O:13].[OH:8][C:5]1[CH:6]=[CH:7][C:2]([NH:1][C:17]([NH2:18])=[NH:16])=[C:3]([N+:12]([O-:15])=[O:13])[CH:4]=1. The catalyst class is: 14.